Dataset: Forward reaction prediction with 1.9M reactions from USPTO patents (1976-2016). Task: Predict the product of the given reaction. Given the reactants C1(C)C=CC=CC=1.[OH:8][CH2:9][CH2:10][S:11][C:12]1[CH:17]=[CH:16][C:15]([C:18]([C:20]2[CH:25]=[CH:24][CH:23]=[CH:22][CH:21]=2)=[O:19])=[CH:14][CH:13]=1.C[O:27][C:28](=O)[C:29]1[CH:34]=[CH:33][C:32]([CH2:35][N:36]2[CH2:41][CH2:40][CH2:39][N:38]3[CH2:42][CH2:43][CH2:44][CH:37]23)=[CH:31][CH:30]=1.[H-].[Li+], predict the reaction product. The product is: [C:18]([C:15]1[CH:16]=[CH:17][C:12]([S:11][CH2:10][CH2:9][O:8][C:28](=[O:27])[C:29]2[CH:30]=[CH:31][C:32]([CH2:35][N:36]3[CH2:41][CH2:40][CH2:39][N:38]4[CH2:42][CH2:43][CH2:44][CH:37]34)=[CH:33][CH:34]=2)=[CH:13][CH:14]=1)(=[O:19])[C:20]1[CH:25]=[CH:24][CH:23]=[CH:22][CH:21]=1.